From a dataset of Full USPTO retrosynthesis dataset with 1.9M reactions from patents (1976-2016). Predict the reactants needed to synthesize the given product. (1) Given the product [S:9]1[C:10]2[CH:16]=[CH:15][CH:14]=[CH:13][C:11]=2[N:12]=[C:8]1[C:7]1[CH:6]=[CH:5][N:4]=[CH:3][C:2]=1[N:24]1[CH2:25][CH2:26][CH:21]([C:19]([N:18]([CH3:27])[CH3:17])=[O:20])[CH2:22][CH2:23]1, predict the reactants needed to synthesize it. The reactants are: F[C:2]1[CH:3]=[N:4][CH:5]=[CH:6][C:7]=1[C:8]1[S:9][C:10]2[CH:16]=[CH:15][CH:14]=[CH:13][C:11]=2[N:12]=1.[CH3:17][N:18]([CH3:27])[C:19]([CH:21]1[CH2:26][CH2:25][NH:24][CH2:23][CH2:22]1)=[O:20].C(=O)([O-])[O-].[K+].[K+].CN1C(=O)CCC1. (2) The reactants are: [C:1]([O:5][C:6]([N:8]1[C:12]2[CH:13]=[CH:14][C:15]([C:17]#[N:18])=[CH:16][C:11]=2[NH:10][C:9]1=[O:19])=[O:7])([CH3:4])([CH3:3])[CH3:2].[H-].[Na+].[C:22]([O:26][C:27](=[O:36])[CH:28](Br)[C:29]1[CH:34]=[CH:33][CH:32]=[CH:31][CH:30]=1)([CH3:25])([CH3:24])[CH3:23]. Given the product [C:1]([O:5][C:6]([N:8]1[C:12]2[CH:13]=[CH:14][C:15]([C:17]#[N:18])=[CH:16][C:11]=2[N:10]([CH:28]([C:27]([O:26][C:22]([CH3:25])([CH3:24])[CH3:23])=[O:36])[C:29]2[CH:34]=[CH:33][CH:32]=[CH:31][CH:30]=2)[C:9]1=[O:19])=[O:7])([CH3:4])([CH3:2])[CH3:3], predict the reactants needed to synthesize it. (3) Given the product [CH2:11]([C:5]1([CH2:13][OH:14])[O:6][CH2:7][CH2:8][O:9]1)[CH3:12], predict the reactants needed to synthesize it. The reactants are: C(O[C:5]1([CH2:11][CH3:12])[O:9][CH:8](C)[CH2:7][O:6]1)(=O)C.[C:13](=O)([O-])[O-:14].[K+].[K+].O1CCCC1. (4) Given the product [CH2:1]([C:8]1[C:9]([NH:22][C:23](=[S:41])[CH2:24][C:25]2[CH:30]=[CH:29][CH:28]=[CH:27][CH:26]=2)=[N:10][CH:11]=[C:12]([C:14]2[CH:19]=[CH:18][C:17]([O:20][CH3:21])=[CH:16][CH:15]=2)[N:13]=1)[C:2]1[CH:7]=[CH:6][CH:5]=[CH:4][CH:3]=1, predict the reactants needed to synthesize it. The reactants are: [CH2:1]([C:8]1[C:9]([NH:22][C:23](=O)[CH2:24][C:25]2[CH:30]=[CH:29][CH:28]=[CH:27][CH:26]=2)=[N:10][CH:11]=[C:12]([C:14]2[CH:19]=[CH:18][C:17]([O:20][CH3:21])=[CH:16][CH:15]=2)[N:13]=1)[C:2]1[CH:7]=[CH:6][CH:5]=[CH:4][CH:3]=1.COC1C=CC(P2(SP(C3C=CC(OC)=CC=3)(=S)S2)=[S:41])=CC=1. (5) The reactants are: Cl.[NH:2]1[CH2:7][CH2:6][CH:5]([C:8]2[C:16]3[C:11](=[C:12]([C:22]([NH2:24])=[O:23])[CH:13]=[C:14]([C:17]4[CH:21]=[CH:20][S:19][CH:18]=4)[CH:15]=3)[NH:10][N:9]=2)[CH2:4][CH2:3]1.[CH2:25]([S:27](Cl)(=[O:29])=[O:28])[CH3:26].C(N(CC)CC)C. Given the product [CH2:25]([S:27]([N:2]1[CH2:7][CH2:6][CH:5]([C:8]2[C:16]3[C:11](=[C:12]([C:22]([NH2:24])=[O:23])[CH:13]=[C:14]([C:17]4[CH:21]=[CH:20][S:19][CH:18]=4)[CH:15]=3)[NH:10][N:9]=2)[CH2:4][CH2:3]1)(=[O:29])=[O:28])[CH3:26], predict the reactants needed to synthesize it. (6) Given the product [Cl:1][C:2]1[C:3]2[N:13]([CH3:14])[C:26]([C:25]3[CH:29]=[CH:30][CH:31]=[CH:32][C:24]=3[S:23][CH2:21][CH3:22])=[N:12][C:4]=2[CH:5]=[C:6]([C:8]([F:9])([F:10])[F:11])[CH:7]=1, predict the reactants needed to synthesize it. The reactants are: [Cl:1][C:2]1[CH:7]=[C:6]([C:8]([F:11])([F:10])[F:9])[CH:5]=[C:4]([NH2:12])[C:3]=1[NH:13][CH3:14].C1COCC1.Cl.[CH2:21]([S:23][C:24]1[CH:32]=[CH:31][CH:30]=[CH:29][C:25]=1[C:26](O)=O)[CH3:22].C(=O)([O-])O.[Na+]. (7) The reactants are: C(N)(=N)C1C=CC=NC=1.[NH2:10][C:11]1[CH:16]=[CH:15][C:14]([CH3:17])=[CH:13][CH:12]=1.[CH3:18][O:19][C:20]1[CH:27]=[CH:26][C:23]([C:24]#[N:25])=[CH:22][N:21]=1.C(OC(C1N=C(C2C=NC(OC)=CC=2)N(C2C=CC=CC=2)C=1)=O)C. Given the product [CH3:18][O:19][C:20]1[CH:27]=[CH:26][C:23]([C:24]([NH:10][C:11]2[CH:16]=[CH:15][C:14]([CH3:17])=[CH:13][CH:12]=2)=[NH:25])=[CH:22][N:21]=1, predict the reactants needed to synthesize it.